This data is from Reaction yield outcomes from USPTO patents with 853,638 reactions. The task is: Predict the reaction yield, written as a fraction of the theoretical maximum amount of product (1.0 means a 100% yield; for example, 0.34 means a 34% yield). (1) The reactants are [C:1]([C:4]1[CH:9]=[CH:8][C:7]([CH2:10][CH2:11][NH:12][C:13](=[O:15])[CH3:14])=[CH:6][CH:5]=1)(=[O:3])[CH3:2].CO.[Br-:18].[Br-].[Br-].C([N+](CCCC)(CCCC)CCCC)CCC.C([N+](CCCC)(CCCC)CCCC)CCC.C([N+](CCCC)(CCCC)CCCC)CCC. The catalyst is C(Cl)Cl. The product is [Br:18][CH2:2][C:1]([C:4]1[CH:9]=[CH:8][C:7]([CH2:10][CH2:11][NH:12][C:13](=[O:15])[CH3:14])=[CH:6][CH:5]=1)=[O:3]. The yield is 0.830. (2) The reactants are C([O:3][C:4]([C:6]1[CH:7]=[N:8][N:9]2[C:14]([CH:15]3[CH2:20][CH2:19][CH2:18][CH2:17][CH2:16]3)=[C:13]([C:21]3[CH:26]=[CH:25][C:24]([C:27]4[CH:32]=[CH:31][CH:30]=[C:29]([O:33][CH3:34])[CH:28]=4)=[CH:23][CH:22]=3)[CH:12]=[N:11][C:10]=12)=[O:5])C.[Li+].[OH-].Cl. The catalyst is O1CCCC1. The product is [CH:15]1([C:14]2[N:9]3[N:8]=[CH:7][C:6]([C:4]([OH:5])=[O:3])=[C:10]3[N:11]=[CH:12][C:13]=2[C:21]2[CH:22]=[CH:23][C:24]([C:27]3[CH:32]=[CH:31][CH:30]=[C:29]([O:33][CH3:34])[CH:28]=3)=[CH:25][CH:26]=2)[CH2:16][CH2:17][CH2:18][CH2:19][CH2:20]1. The yield is 0.340.